This data is from Full USPTO retrosynthesis dataset with 1.9M reactions from patents (1976-2016). The task is: Predict the reactants needed to synthesize the given product. (1) Given the product [O:8]=[C:4]1[CH2:5][CH2:6][CH2:7][N:3]1[CH2:11][CH2:10][C:9]([OH:13])=[O:12], predict the reactants needed to synthesize it. The reactants are: [OH-].[Na+].[NH:3]1[CH2:7][CH2:6][CH2:5][C:4]1=[O:8].[C:9]([O:13]C)(=[O:12])[CH:10]=[CH2:11]. (2) Given the product [F:1][C:2]1[CH:7]=[CH:6][C:5]([C:21]#[C:20][Si:17]([CH3:19])([CH3:18])[CH3:16])=[CH:4][CH:3]=1, predict the reactants needed to synthesize it. The reactants are: [F:1][C:2]1[CH:7]=[CH:6][C:5](I)=[CH:4][CH:3]=1.C(N(CC)CC)C.[CH3:16][Si:17]([C:20]#[CH:21])([CH3:19])[CH3:18]. (3) Given the product [CH2:17]([NH:24][CH:2]1[CH2:16][CH2:15][C:5]2([CH2:10][CH2:9][CH:8]([CH2:11][C:12]([O:14][CH3:25])=[O:13])[CH2:7][CH2:6]2)[CH2:4][CH2:3]1)[C:18]1[CH:23]=[CH:22][CH:21]=[CH:20][CH:19]=1, predict the reactants needed to synthesize it. The reactants are: O=[C:2]1[CH2:16][CH2:15][C:5]2([CH2:10][CH2:9][CH:8]([CH2:11][C:12]([O-:14])=[O:13])[CH2:7][CH2:6]2)[CH2:4][CH2:3]1.[CH2:17]([NH2:24])[C:18]1[CH:23]=[CH:22][CH:21]=[CH:20][CH:19]=1.[C:25]([BH3-])#N.[Na+]. (4) Given the product [Cl:1][C:2]1[CH:7]=[CH:6][N:5]=[C:4]2[NH:8][C:9]([C:11]3[CH:12]=[CH:13][C:14]([C:15]([N:20]4[CH2:25][CH2:24][CH2:23][CH2:22][CH2:21]4)=[O:17])=[CH:18][CH:19]=3)=[N:10][C:3]=12, predict the reactants needed to synthesize it. The reactants are: [Cl:1][C:2]1[CH:7]=[CH:6][N:5]=[C:4]2[NH:8][C:9]([C:11]3[CH:19]=[CH:18][C:14]([C:15]([OH:17])=O)=[CH:13][CH:12]=3)=[N:10][C:3]=12.[NH:20]1[CH2:25][CH2:24][CH2:23][CH2:22][CH2:21]1. (5) The reactants are: Cl.[CH3:2][C:3]1[CH:11]=[CH:10][C:6]([C:7]([NH2:9])=[NH:8])=[CH:5][CH:4]=1.C(N(CC)CC)C.[Cl:19][C:20]([SH:23])(Cl)Cl. Given the product [C:3]1([CH3:2])[CH:11]=[CH:10][C:6]([C:7]2[N:9]=[C:20]([Cl:19])[S:23][N:8]=2)=[CH:5][CH:4]=1, predict the reactants needed to synthesize it. (6) Given the product [Cl:22][C:2]1[N:7]2[N:8]=[C:9]([CH:11]([CH3:13])[CH3:12])[N:10]=[C:6]2[N:5]=[C:4]([CH3:14])[C:3]=1[CH2:15][C:16]([O:18][CH3:19])=[O:17], predict the reactants needed to synthesize it. The reactants are: O[C:2]1[N:7]2[N:8]=[C:9]([CH:11]([CH3:13])[CH3:12])[N:10]=[C:6]2[N:5]=[C:4]([CH3:14])[C:3]=1[CH2:15][C:16]([O:18][CH3:19])=[O:17].P(Cl)(Cl)([Cl:22])=O.CN(C)C1C=CC=CC=1. (7) Given the product [CH3:1][O:2][C:3]1[CH:4]=[C:5]([CH:8]=[CH:9][C:10]=1[CH2:12][CH3:13])[C:6]#[N:7], predict the reactants needed to synthesize it. The reactants are: [CH3:1][O:2][C:3]1[CH:4]=[C:5]([CH:8]=[CH:9][C:10]=1O)[C:6]#[N:7].[CH:12](N(C(C)C)CC)(C)[CH3:13].S(OS(C(F)(F)F)(=O)=O)(C(F)(F)F)(=O)=O.C([Sn](CC)(CC)CC)C.[Li+].[Cl-].